From a dataset of Full USPTO retrosynthesis dataset with 1.9M reactions from patents (1976-2016). Predict the reactants needed to synthesize the given product. (1) The reactants are: C(=O)([O-])[O-].[Cs+].[Cs+].OC1C=CC=C2C=1N=CC=C2.[F:18][C:19]1[CH:24]=[CH:23][C:22](I)=[CH:21][CH:20]=1.[CH2:26]([O:28][C:29]1[CH:34]=[CH:33][NH:32][C:31](=[O:35])[C:30]=1[C:36]([O:38][CH2:39][CH3:40])=[O:37])[CH3:27]. Given the product [CH2:26]([O:28][C:29]1[CH:34]=[CH:33][N:32]([C:22]2[CH:23]=[CH:24][C:19]([F:18])=[CH:20][CH:21]=2)[C:31](=[O:35])[C:30]=1[C:36]([O:38][CH2:39][CH3:40])=[O:37])[CH3:27], predict the reactants needed to synthesize it. (2) Given the product [F:26][C:5]1[C:4]2[N:3]=[C:2]([C:27]([CH3:29])=[CH2:28])[C:11]([CH2:12][C:13]3[CH:18]=[CH:17][C:16]([N:19]4[CH:23]=[CH:22][CH:21]=[N:20]4)=[CH:15][CH:14]=3)=[C:10]([CH3:24])[C:9]=2[C:8]([OH:25])=[CH:7][CH:6]=1, predict the reactants needed to synthesize it. The reactants are: Cl[C:2]1[C:11]([CH2:12][C:13]2[CH:18]=[CH:17][C:16]([N:19]3[CH:23]=[CH:22][CH:21]=[N:20]3)=[CH:15][CH:14]=2)=[C:10]([CH3:24])[C:9]2[C:8]([OH:25])=[CH:7][CH:6]=[C:5]([F:26])[C:4]=2[N:3]=1.[C:27](B1OC(C)(C)C(C)(C)O1)([CH3:29])=[CH2:28].O.P([O-])([O-])([O-])=O.[K+].[K+].[K+].